Dataset: Forward reaction prediction with 1.9M reactions from USPTO patents (1976-2016). Task: Predict the product of the given reaction. (1) Given the reactants [CH2:1]([O:5][CH2:6][CH2:7][O:8][C:9]1[CH:14]=[CH:13][C:12]([C:15]2[CH:16]=[CH:17][C:18]3[N:24]([CH2:25][CH:26]([CH3:28])[CH3:27])[CH2:23][CH2:22][C:21]([C:29]([NH:31]C4C=CC(S(CC5N(CCCC(OCC)=O)C=CN=5)=O)=CC=4)=[O:30])=[CH:20][C:19]=3[CH:54]=2)=[CH:11][CH:10]=1)[CH2:2][CH2:3][CH3:4].[OH-].[Na+].Cl, predict the reaction product. The product is: [CH2:1]([O:5][CH2:6][CH2:7][O:8][C:9]1[CH:10]=[CH:11][C:12]([C:15]2[CH:16]=[CH:17][C:18]3[N:24]([CH2:25][CH:26]([CH3:28])[CH3:27])[CH2:23][CH2:22][C:21]([C:29]([NH2:31])=[O:30])=[CH:20][C:19]=3[CH:54]=2)=[CH:13][CH:14]=1)[CH2:2][CH2:3][CH3:4]. (2) Given the reactants Cl[C:2]1[CH:7]=[C:6]([Cl:8])[N:5]=[C:4]([NH2:9])[N:3]=1.[CH:10]1([NH2:14])[CH2:13][CH2:12][CH2:11]1.CCN(C(C)C)C(C)C, predict the reaction product. The product is: [Cl:8][C:6]1[N:5]=[C:4]([NH2:9])[N:3]=[C:2]([NH:14][CH:10]2[CH2:13][CH2:12][CH2:11]2)[CH:7]=1.